From a dataset of NCI-60 drug combinations with 297,098 pairs across 59 cell lines. Regression. Given two drug SMILES strings and cell line genomic features, predict the synergy score measuring deviation from expected non-interaction effect. (1) Drug 1: COC1=CC(=CC(=C1O)OC)C2C3C(COC3=O)C(C4=CC5=C(C=C24)OCO5)OC6C(C(C7C(O6)COC(O7)C8=CC=CS8)O)O. Drug 2: CC1C(C(CC(O1)OC2CC(CC3=C2C(=C4C(=C3O)C(=O)C5=C(C4=O)C(=CC=C5)OC)O)(C(=O)CO)O)N)O.Cl. Cell line: MCF7. Synergy scores: CSS=50.2, Synergy_ZIP=-4.54, Synergy_Bliss=-5.02, Synergy_Loewe=1.33, Synergy_HSA=2.89. (2) Drug 1: C1=CC(=CC=C1CCCC(=O)O)N(CCCl)CCCl. Drug 2: C1=NC2=C(N1)C(=S)N=CN2. Cell line: HT29. Synergy scores: CSS=8.16, Synergy_ZIP=-13.1, Synergy_Bliss=-13.2, Synergy_Loewe=-23.1, Synergy_HSA=-11.1. (3) Drug 1: CC1=CC=C(C=C1)C2=CC(=NN2C3=CC=C(C=C3)S(=O)(=O)N)C(F)(F)F. Drug 2: CC1=C2C(C(=O)C3(C(CC4C(C3C(C(C2(C)C)(CC1OC(=O)C(C(C5=CC=CC=C5)NC(=O)C6=CC=CC=C6)O)O)OC(=O)C7=CC=CC=C7)(CO4)OC(=O)C)O)C)OC(=O)C. Cell line: OVCAR-4. Synergy scores: CSS=50.2, Synergy_ZIP=9.67, Synergy_Bliss=10.6, Synergy_Loewe=-22.5, Synergy_HSA=7.16. (4) Drug 1: C1CC(C1)(C(=O)O)C(=O)O.[NH2-].[NH2-].[Pt+2]. Drug 2: C#CCC(CC1=CN=C2C(=N1)C(=NC(=N2)N)N)C3=CC=C(C=C3)C(=O)NC(CCC(=O)O)C(=O)O. Cell line: ACHN. Synergy scores: CSS=49.3, Synergy_ZIP=-0.510, Synergy_Bliss=-2.85, Synergy_Loewe=-12.1, Synergy_HSA=-2.76. (5) Drug 1: CNC(=O)C1=NC=CC(=C1)OC2=CC=C(C=C2)NC(=O)NC3=CC(=C(C=C3)Cl)C(F)(F)F. Drug 2: CC(C)CN1C=NC2=C1C3=CC=CC=C3N=C2N. Cell line: EKVX. Synergy scores: CSS=3.61, Synergy_ZIP=-0.297, Synergy_Bliss=0.389, Synergy_Loewe=0.664, Synergy_HSA=-0.715. (6) Drug 1: C(CC(=O)O)C(=O)CN.Cl. Cell line: K-562. Synergy scores: CSS=36.7, Synergy_ZIP=2.70, Synergy_Bliss=2.78, Synergy_Loewe=7.36, Synergy_HSA=7.81. Drug 2: N.N.Cl[Pt+2]Cl. (7) Drug 1: CCC(=C(C1=CC=CC=C1)C2=CC=C(C=C2)OCCN(C)C)C3=CC=CC=C3.C(C(=O)O)C(CC(=O)O)(C(=O)O)O. Drug 2: C(CN)CNCCSP(=O)(O)O. Cell line: BT-549. Synergy scores: CSS=1.23, Synergy_ZIP=9.87, Synergy_Bliss=-2.48, Synergy_Loewe=-0.477, Synergy_HSA=-1.93. (8) Drug 1: CC1=C(C=C(C=C1)NC2=NC=CC(=N2)N(C)C3=CC4=NN(C(=C4C=C3)C)C)S(=O)(=O)N.Cl. Drug 2: CC1=C(C(=CC=C1)Cl)NC(=O)C2=CN=C(S2)NC3=CC(=NC(=N3)C)N4CCN(CC4)CCO. Cell line: SK-MEL-5. Synergy scores: CSS=-3.31, Synergy_ZIP=1.04, Synergy_Bliss=-2.10, Synergy_Loewe=-3.16, Synergy_HSA=-4.65.